This data is from Full USPTO retrosynthesis dataset with 1.9M reactions from patents (1976-2016). The task is: Predict the reactants needed to synthesize the given product. (1) Given the product [Cl:1][C:2]1[CH:3]=[C:4]([NH:9][C:10]2[N:15]=[C:14]([NH:16][CH2:17][CH2:18][CH2:19][O:20][CH3:21])[C:13]([C:22]3[S:24][CH:26]=[C:27]([C:29]4[N:33]([CH3:34])[CH:32]=[N:31][CH:30]=4)[N:23]=3)=[CH:12][N:11]=2)[CH:5]=[CH:6][C:7]=1[F:8], predict the reactants needed to synthesize it. The reactants are: [Cl:1][C:2]1[CH:3]=[C:4]([NH:9][C:10]2[N:15]=[C:14]([NH:16][CH2:17][CH2:18][CH2:19][O:20][CH3:21])[C:13]([C:22](=[S:24])[NH2:23])=[CH:12][N:11]=2)[CH:5]=[CH:6][C:7]=1[F:8].Br[CH2:26][C:27]([C:29]1[N:33]([CH3:34])[CH:32]=[N:31][CH:30]=1)=O.BrC(Br)C(C1N(C)C=NC=1)=O.CON(C)C(C1N(C)C=NC=1)=O. (2) Given the product [CH2:12]([O:11][C:9]([N:7]1[CH2:8][CH:5]([C:3]([NH:1][NH:2][C:38]([CH:27]2[CH:28]([C:32]3[CH:37]=[CH:36][CH:35]=[CH:34][CH:33]=3)[CH2:29][CH2:30][CH2:31][N:26]2[C:24]([O:23][C:19]([CH3:22])([CH3:21])[CH3:20])=[O:25])=[O:39])=[O:4])[CH2:6]1)=[O:10])[C:13]1[CH:18]=[CH:17][CH:16]=[CH:15][CH:14]=1, predict the reactants needed to synthesize it. The reactants are: [NH:1]([C:3]([CH:5]1[CH2:8][N:7]([C:9]([O:11][CH2:12][C:13]2[CH:18]=[CH:17][CH:16]=[CH:15][CH:14]=2)=[O:10])[CH2:6]1)=[O:4])[NH2:2].[C:19]([O:23][C:24]([N:26]1[CH2:31][CH2:30][CH2:29][CH:28]([C:32]2[CH:37]=[CH:36][CH:35]=[CH:34][CH:33]=2)[CH:27]1[C:38](O)=[O:39])=[O:25])([CH3:22])([CH3:21])[CH3:20].Cl.CN(C)CCCN=C=NCC.ON1C2N=CC=CC=2N=N1.S([O-])(O)(=O)=O.[K+].